Task: Predict the product of the given reaction.. Dataset: Forward reaction prediction with 1.9M reactions from USPTO patents (1976-2016) (1) Given the reactants BrC1C=CC2N(N=C(N(C)C)N=2)C=1.[C:14]([O:18][C:19](=[O:36])[NH:20][C:21]1[CH:22]=[CH:23][C:24]2[N:25]([N:27]=[C:28]([N:30]3[CH2:35]COC[CH2:31]3)[N:29]=2)[CH:26]=1)([CH3:17])([CH3:16])[CH3:15], predict the reaction product. The product is: [C:14]([O:18][C:19](=[O:36])[NH:20][C:21]1[CH:22]=[CH:23][C:24]2[N:25]([N:27]=[C:28]([N:30]([CH3:31])[CH3:35])[N:29]=2)[CH:26]=1)([CH3:17])([CH3:16])[CH3:15]. (2) Given the reactants C([O:5][C:6](=[O:30])[CH2:7][C:8]1[CH:9]=[CH:10][C:11]2[O:20][CH2:19][CH2:18][N:17]3[C:13](=[N:14][C:15]([C:21]4[N:22]([CH:26]([CH3:28])[CH3:27])[N:23]=[CH:24][N:25]=4)=[CH:16]3)[C:12]=2[CH:29]=1)(C)(C)C.C(O)(C(F)(F)F)=O, predict the reaction product. The product is: [CH:26]([N:22]1[C:21]([C:15]2[N:14]=[C:13]3[N:17]([CH2:18][CH2:19][O:20][C:11]4[CH:10]=[CH:9][C:8]([CH2:7][C:6]([OH:30])=[O:5])=[CH:29][C:12]=43)[CH:16]=2)=[N:25][CH:24]=[N:23]1)([CH3:28])[CH3:27]. (3) Given the reactants [F:1][C@H:2]1[C@@H:7]([O:8]S(C)(=O)=O)[CH2:6][CH2:5][N:4](C(OC(C)(C)C)=O)[CH2:3]1.[CH2:20]([C:22]1[CH:27]=[CH:26][N:25]2[C:28]([C:31]3[CH:40]=[CH:39][C:38]4[C:33](=[C:34](O)[CH:35]=[CH:36][CH:37]=4)[N:32]=3)=[CH:29][N:30]=[C:24]2[CH:23]=1)[CH3:21], predict the reaction product. The product is: [CH2:20]([C:22]1[CH:27]=[CH:26][N:25]2[C:28]([C:31]3[CH:40]=[CH:39][C:38]4[C:33](=[C:34]([O:8][C@@H:7]5[CH2:6][CH2:5][NH:4][CH2:3][C@H:2]5[F:1])[CH:35]=[CH:36][CH:37]=4)[N:32]=3)=[CH:29][N:30]=[C:24]2[CH:23]=1)[CH3:21]. (4) Given the reactants [CH3:1][C:2]1([CH3:35])[C:8](=[O:9])[NH:7][C:6]2[N:10]=[CH:11][C:12](/[CH:14]=[CH:15]/[C:16]([N:18]([CH3:34])[CH2:19][C:20]3[CH:25]=[CH:24][CH:23]=[C:22]([O:26][C:27]([F:30])([F:29])[F:28])[C:21]=3[O:31][CH2:32][CH3:33])=[O:17])=[CH:13][C:5]=2[CH2:4][NH:3]1.[ClH:36], predict the reaction product. The product is: [ClH:36].[CH3:35][C:2]1([CH3:1])[C:8](=[O:9])[NH:7][C:6]2[N:10]=[CH:11][C:12](/[CH:14]=[CH:15]/[C:16]([N:18]([CH3:34])[CH2:19][C:20]3[CH:25]=[CH:24][CH:23]=[C:22]([O:26][C:27]([F:29])([F:30])[F:28])[C:21]=3[O:31][CH2:32][CH3:33])=[O:17])=[CH:13][C:5]=2[CH2:4][NH:3]1. (5) Given the reactants C(OC([N:8]([CH2:43][CH2:44][CH2:45][C:46]1[CH:51]=[CH:50][CH:49]=[CH:48][CH:47]=1)[CH2:9][CH2:10][CH2:11][O:12][C:13]1[C:14]([O:41][CH3:42])=[C:15]([C@@H:19]2[C:25]3[CH:26]=[C:27]([Cl:30])[CH:28]=[CH:29][C:24]=3[N:23]([CH2:31][C:32]([CH3:35])([CH3:34])[CH3:33])[C:22](=[O:36])[C@@H:21]([CH2:37]C(O)=O)[O:20]2)[CH:16]=[CH:17][CH:18]=1)=O)(C)(C)C.C(O[C:57]([N:59]1[CH2:64][CH2:63][NH:62][CH2:61][CH2:60]1)=[O:58])(C)(C)C, predict the reaction product. The product is: [ClH:30].[ClH:30].[Cl:30][C:27]1[CH:28]=[CH:29][C:24]2[N:23]([CH2:31][C:32]([CH3:35])([CH3:34])[CH3:33])[C:22](=[O:36])[C@@H:21]([CH2:37][C:57](=[O:58])[N:59]3[CH2:60][CH2:61][NH:62][CH2:63][CH2:64]3)[O:20][C@H:19]([C:15]3[CH:16]=[CH:17][CH:18]=[C:13]([O:12][CH2:11][CH2:10][CH2:9][NH:8][CH2:43][CH2:44][CH2:45][C:46]4[CH:51]=[CH:50][CH:49]=[CH:48][CH:47]=4)[C:14]=3[O:41][CH3:42])[C:25]=2[CH:26]=1. (6) Given the reactants C([O:8][C:9]1[CH:14]=[CH:13][C:12]([C:15]2[C:16]([NH2:21])=[N:17][CH:18]=[CH:19][CH:20]=2)=[CH:11][C:10]=1[F:22])C1C=CC=CC=1, predict the reaction product. The product is: [NH2:21][C:16]1[C:15]([C:12]2[CH:13]=[CH:14][C:9]([OH:8])=[C:10]([F:22])[CH:11]=2)=[CH:20][CH:19]=[CH:18][N:17]=1. (7) Given the reactants [N:1]1[C:10]2[C:5](=[CH:6][CH:7]=[CH:8][CH:9]=2)[CH:4]=[CH:3][C:2]=1/[CH:11]=[CH:12]/[C:13](OC)=O.[N:17]1[C:26]2[C:21](=[C:22]([NH2:28])[C:23]([NH2:27])=[CH:24][CH:25]=2)[CH:20]=[CH:19][CH:18]=1, predict the reaction product. The product is: [N:1]1[C:10]2[C:5](=[CH:6][CH:7]=[CH:8][CH:9]=2)[CH:4]=[CH:3][C:2]=1/[CH:11]=[CH:12]/[C:13]1[NH:27][C:23]2[C:22]([N:28]=1)=[C:21]1[C:26](=[CH:25][CH:24]=2)[N:17]=[CH:18][CH:19]=[CH:20]1. (8) The product is: [Br:19][C:8]1[CH:7]=[C:6]([F:9])[C:5]([O:10][CH3:11])=[CH:4][C:3]=1[CH2:1][CH3:2]. Given the reactants [CH2:1]([C:3]1[CH:8]=[CH:7][C:6]([F:9])=[C:5]([O:10][CH3:11])[CH:4]=1)[CH3:2].C1C(=O)N([Br:19])C(=O)C1, predict the reaction product. (9) Given the reactants [CH3:1][N:2]([CH3:22])[CH2:3][CH2:4][O:5][C:6]1[CH:11]=[CH:10][C:9]([N+:12]([O-])=O)=[C:8]([O:15][C:16]2[CH:21]=[CH:20][CH:19]=[CH:18][CH:17]=2)[CH:7]=1.[H][H], predict the reaction product. The product is: [CH3:1][N:2]([CH3:22])[CH2:3][CH2:4][O:5][C:6]1[CH:11]=[CH:10][C:9]([NH2:12])=[C:8]([O:15][C:16]2[CH:21]=[CH:20][CH:19]=[CH:18][CH:17]=2)[CH:7]=1. (10) Given the reactants [Cl:1][C:2]1[CH:7]=[CH:6][C:5]([S:8][CH2:9][C:10]2[CH:18]=[CH:17][CH:16]=[CH:15][C:11]=2[C:12](O)=[O:13])=[C:4]([NH:19][S:20]([C:23]2[CH:28]=[CH:27][C:26]([Cl:29])=[C:25]([C:30]([F:33])([F:32])[F:31])[CH:24]=2)(=[O:22])=[O:21])[CH:3]=1.C(Cl)CCl.Cl.[CH3:39][NH:40][CH3:41], predict the reaction product. The product is: [Cl:1][C:2]1[CH:7]=[CH:6][C:5]([S:8][CH2:9][C:10]2[CH:18]=[CH:17][CH:16]=[CH:15][C:11]=2[C:12]([N:40]([CH3:41])[CH3:39])=[O:13])=[C:4]([NH:19][S:20]([C:23]2[CH:28]=[CH:27][C:26]([Cl:29])=[C:25]([C:30]([F:33])([F:32])[F:31])[CH:24]=2)(=[O:22])=[O:21])[CH:3]=1.